Dataset: Full USPTO retrosynthesis dataset with 1.9M reactions from patents (1976-2016). Task: Predict the reactants needed to synthesize the given product. (1) The reactants are: [F:1][CH2:2][CH2:3][N:4]1[C:9](=[O:10])[C:8]2[C:11]([C:32]3[CH:37]=[CH:36][CH:35]=[CH:34][CH:33]=3)=[C:12]([C:14]3[CH:19]=[CH:18][C:17]([C:20]4([NH:24][C:25](=[O:31])[O:26][C:27]([CH3:30])([CH3:29])[CH3:28])[CH2:23][CH2:22][CH2:21]4)=[CH:16][CH:15]=3)[O:13][C:7]=2[N:6]=[C:5]1S(C)=O.[NH2:41][CH2:42][CH2:43][OH:44]. Given the product [F:1][CH2:2][CH2:3][N:4]1[C:9](=[O:10])[C:8]2[C:11]([C:32]3[CH:37]=[CH:36][CH:35]=[CH:34][CH:33]=3)=[C:12]([C:14]3[CH:19]=[CH:18][C:17]([C:20]4([NH:24][C:25](=[O:31])[O:26][C:27]([CH3:30])([CH3:29])[CH3:28])[CH2:23][CH2:22][CH2:21]4)=[CH:16][CH:15]=3)[O:13][C:7]=2[N:6]=[C:5]1[NH:41][CH2:42][CH2:43][OH:44], predict the reactants needed to synthesize it. (2) Given the product [ClH:3].[ClH:28].[Cl:28][C:29]1[CH:30]=[C:31]([CH:35]([C:43]2([OH:51])[CH2:48][CH2:47][CH:46]([CH2:49][CH3:50])[CH2:45][CH2:44]2)[CH2:36][N:37]2[CH2:42][CH2:41][N:40]([CH3:4])[CH2:39][CH2:38]2)[CH:32]=[CH:33][CH:34]=1, predict the reactants needed to synthesize it. The reactants are: Cl.Cl.[Cl:3][C:4]1C=C(C2(O)CCC(CC)CC2CCN2CCN(C)CC2)C=CC=1.[Cl:28][C:29]1[CH:30]=[C:31]([CH:35]([C:43]2([OH:51])[CH2:48][CH2:47][CH:46]([CH2:49][CH3:50])[CH2:45][CH2:44]2)[CH2:36][N:37]2[CH2:42][CH2:41][NH:40][CH2:39][CH2:38]2)[CH:32]=[CH:33][CH:34]=1. (3) Given the product [F:22][P-:23]([F:28])([F:27])([F:26])([F:25])[F:24].[CH3:21][C:1]1[CH:6]=[C:5]([CH3:7])[CH:4]=[C:3]([CH3:8])[C:2]=1[NH+:9]1[CH:30]=[C:31]([CH3:32])[N:11]([C:12]2[C:13]([CH3:20])=[CH:14][C:15]([CH3:19])=[CH:16][C:17]=2[CH3:18])[NH:10]1, predict the reactants needed to synthesize it. The reactants are: [C:1]1([CH3:21])[CH:6]=[C:5]([CH3:7])[CH:4]=[C:3]([CH3:8])[C:2]=1[N:9]=[N:10][NH:11][C:12]1[C:17]([CH3:18])=[CH:16][C:15]([CH3:19])=[CH:14][C:13]=1[CH3:20].[F:22][P-:23]([F:28])([F:27])([F:26])([F:25])[F:24].[K+].[CH2:30](Br)[CH:31]=[CH2:32].ClOC(C)(C)C.